This data is from Catalyst prediction with 721,799 reactions and 888 catalyst types from USPTO. The task is: Predict which catalyst facilitates the given reaction. (1) Product: [CH3:21][CH2:20][O:19][C:17]([CH:16]1[N:12]([C:7]2[N:8]=[CH:9][CH:10]=[CH:11][C:6]=2[Cl:5])[NH:13][C:14](=[O:22])[CH2:15]1)=[O:18]. The catalyst class is: 97. Reactant: [O-]CC.[Na+].[Cl:5][C:6]1[C:7]([NH:12][NH2:13])=[N:8][CH:9]=[CH:10][CH:11]=1.[C:14](OCC)(=[O:22])/[CH:15]=[CH:16]\[C:17]([O:19][CH2:20][CH3:21])=[O:18].C(O)(=O)C. (2) Reactant: [Na].[NH:2]1[CH:6]=[CH:5][N:4]=[CH:3]1.Br[CH2:8][C:9]([O:11][CH2:12][CH3:13])=[O:10]. Product: [N:2]1([CH2:8][C:9]([O:11][CH2:12][CH3:13])=[O:10])[CH:6]=[CH:5][N:4]=[CH:3]1. The catalyst class is: 8. (3) Reactant: O[CH2:2][CH2:3][N:4]([CH:38]([CH3:40])[CH3:39])[C:5]([C:7]1[C:12]([O:13][CH2:14][C:15]2[CH:20]=[CH:19][CH:18]=[CH:17][CH:16]=2)=[C:11]([OH:21])[N:10]=[C:9]([CH2:22][C:23]2([C:28]3[CH:33]=[CH:32][C:31]([C:34]([F:37])([F:36])[F:35])=[CH:30][CH:29]=3)[CH2:27][CH2:26][CH2:25][CH2:24]2)[N:8]=1)=[O:6].C(OC1C(=O)N=C(CC2(C3C=C(Cl)C=CC=3Cl)CCCC2)N2CCN(C(C)C)C(=O)C=12)C1C=CC=CC=1. Product: [CH2:14]([O:13][C:12]1[C:11](=[O:21])[N:10]=[C:9]([CH2:22][C:23]2([C:28]3[CH:29]=[CH:30][C:31]([C:34]([F:35])([F:36])[F:37])=[CH:32][CH:33]=3)[CH2:27][CH2:26][CH2:25][CH2:24]2)[N:8]2[CH2:2][CH2:3][N:4]([CH:38]([CH3:39])[CH3:40])[C:5](=[O:6])[C:7]=12)[C:15]1[CH:20]=[CH:19][CH:18]=[CH:17][CH:16]=1. The catalyst class is: 13. (4) Reactant: [C:1](OC(=O)C)(=[O:3])[CH3:2].[NH2:8][C:9]1[C:10]([N:16]([CH2:21][C:22]2[CH:27]=[CH:26][CH:25]=[CH:24][CH:23]=2)[CH2:17][C@H:18]([OH:20])[CH3:19])=[N:11][C:12]([Br:15])=[CH:13][CH:14]=1.N1C=CC=CC=1. Product: [CH2:21]([N:16]([CH2:17][C@H:18]([OH:20])[CH3:19])[C:10]1[C:9]([NH:8][C:1](=[O:3])[CH3:2])=[CH:14][CH:13]=[C:12]([Br:15])[N:11]=1)[C:22]1[CH:23]=[CH:24][CH:25]=[CH:26][CH:27]=1. The catalyst class is: 4.